Dataset: TCR-epitope binding with 47,182 pairs between 192 epitopes and 23,139 TCRs. Task: Binary Classification. Given a T-cell receptor sequence (or CDR3 region) and an epitope sequence, predict whether binding occurs between them. The epitope is MPASWVMRI. The TCR CDR3 sequence is CASSQPPSGRPLDEQFF. Result: 1 (the TCR binds to the epitope).